This data is from Forward reaction prediction with 1.9M reactions from USPTO patents (1976-2016). The task is: Predict the product of the given reaction. (1) Given the reactants C[O:2][C:3](=[O:23])[C:4]1[CH:9]=[CH:8][C:7]([NH:10][CH2:11][C:12]2[CH:17]=[CH:16][C:15]([C:18]#[C:19][CH2:20][OH:21])=[CH:14][CH:13]=2)=[CH:6][C:5]=1[OH:22].[Li+].[OH-], predict the reaction product. The product is: [OH:22][C:5]1[CH:6]=[C:7]([NH:10][CH2:11][C:12]2[CH:13]=[CH:14][C:15]([C:18]#[C:19][CH2:20][OH:21])=[CH:16][CH:17]=2)[CH:8]=[CH:9][C:4]=1[C:3]([OH:23])=[O:2]. (2) Given the reactants [F:1][C:2]([F:7])([F:6])[C:3]([NH2:5])=[NH:4].[CH2:8]([O:10][C:11](=[O:18])[C:12](=O)[CH2:13][C:14](=O)[CH3:15])[CH3:9].Cl.C([O-])(O)=O.[Na+], predict the reaction product. The product is: [CH2:8]([O:10][C:11]([C:12]1[CH:13]=[C:14]([CH3:15])[N:5]=[C:3]([C:2]([F:7])([F:6])[F:1])[N:4]=1)=[O:18])[CH3:9]. (3) The product is: [ClH:33].[ClH:33].[NH:8]1[CH2:12][CH2:11][C@H:10]([NH:13][C:14]([C:16]2[CH:36]=[CH:35][C:19]3[N:20]([CH3:34])[C:21]([NH:23][C:24]4[S:25][C:26]5[CH:32]=[C:31]([Cl:33])[CH:30]=[CH:29][C:27]=5[N:28]=4)=[N:22][C:18]=3[CH:17]=2)=[O:15])[CH2:9]1. Given the reactants C(OC([N:8]1[CH2:12][CH2:11][C@H:10]([NH:13][C:14]([C:16]2[CH:36]=[CH:35][C:19]3[N:20]([CH3:34])[C:21]([NH:23][C:24]4[S:25][C:26]5[CH:32]=[C:31]([Cl:33])[CH:30]=[CH:29][C:27]=5[N:28]=4)=[N:22][C:18]=3[CH:17]=2)=[O:15])[CH2:9]1)=O)(C)(C)C, predict the reaction product. (4) The product is: [Cl:103][C:100]1[CH:101]=[C:102]2[C:97](=[C:98]([Cl:104])[CH:99]=1)[CH2:96][N:95]([CH3:105])[CH2:94][CH:93]2[C:89]1[CH:88]=[C:87]([S:84]([NH:83][CH2:82][CH2:81][O:80][CH2:79][CH2:78][O:77][CH2:76][CH2:75][O:74][CH2:73][CH2:72][O:71][CH2:70][CH2:69][O:68][CH2:67][CH2:66][O:65][CH2:64][CH2:63][O:62][CH2:61][CH2:60][O:59][CH2:58][CH2:57][O:56][CH2:55][CH2:54][O:53][CH2:52][CH2:51][NH:50][C:31](=[O:33])[CH2:30][CH2:29][O:28][CH2:27][CH2:26][O:25][CH2:24][CH2:23][O:22][CH2:21][CH2:20][O:19][CH2:18][CH2:17][O:16][CH2:15][CH2:14][O:13][CH2:12][CH2:11][O:10][CH2:9][CH2:8][O:7][CH2:6][CH2:5][O:4][CH2:3][CH2:2][C:1]([NH:50][CH2:51][CH2:52][O:53][CH2:54][CH2:55][O:56][CH2:57][CH2:58][O:59][CH2:60][CH2:61][O:62][CH2:63][CH2:64][O:65][CH2:66][CH2:67][O:68][CH2:69][CH2:70][O:71][CH2:72][CH2:73][O:74][CH2:75][CH2:76][O:77][CH2:78][CH2:79][O:80][CH2:81][CH2:82][NH:83][S:84]([C:87]2[CH:92]=[CH:91][CH:90]=[C:89]([CH:93]3[C:102]4[C:97](=[C:98]([Cl:104])[CH:99]=[C:100]([Cl:103])[CH:101]=4)[CH2:96][N:95]([CH3:105])[CH2:94]3)[CH:88]=2)(=[O:86])=[O:85])=[O:42])(=[O:86])=[O:85])[CH:92]=[CH:91][CH:90]=1. Given the reactants [C:1]([O:42]N1C(=O)CCC1=O)(=O)[CH2:2][CH2:3][O:4][CH2:5][CH2:6][O:7][CH2:8][CH2:9][O:10][CH2:11][CH2:12][O:13][CH2:14][CH2:15][O:16][CH2:17][CH2:18][O:19][CH2:20][CH2:21][O:22][CH2:23][CH2:24][O:25][CH2:26][CH2:27][O:28][CH2:29][CH2:30][C:31]([O:33]N1C(=O)CCC1=O)=O.[NH2:50][CH2:51][CH2:52][O:53][CH2:54][CH2:55][O:56][CH2:57][CH2:58][O:59][CH2:60][CH2:61][O:62][CH2:63][CH2:64][O:65][CH2:66][CH2:67][O:68][CH2:69][CH2:70][O:71][CH2:72][CH2:73][O:74][CH2:75][CH2:76][O:77][CH2:78][CH2:79][O:80][CH2:81][CH2:82][NH:83][S:84]([C:87]1[CH:92]=[CH:91][CH:90]=[C:89]([CH:93]2[C:102]3[C:97](=[C:98]([Cl:104])[CH:99]=[C:100]([Cl:103])[CH:101]=3)[CH2:96][N:95]([CH3:105])[CH2:94]2)[CH:88]=1)(=[O:86])=[O:85], predict the reaction product. (5) Given the reactants [N+:1]([C:4]1[CH:9]=[CH:8][C:7]([N:10]2[CH2:15][CH2:14][NH:13][CH2:12][CH2:11]2)=[CH:6][CH:5]=1)([O-:3])=[O:2].[O:16](C(OC(C)(C)C)=O)[C:17]([O:19][C:20]([CH3:23])([CH3:22])[CH3:21])=O, predict the reaction product. The product is: [C:20]([O:19][C:17]([N:13]1[CH2:14][CH2:15][N:10]([C:7]2[CH:6]=[CH:5][C:4]([N+:1]([O-:3])=[O:2])=[CH:9][CH:8]=2)[CH2:11][CH2:12]1)=[O:16])([CH3:23])([CH3:22])[CH3:21]. (6) Given the reactants [CH:1]1([C:7](=O)[CH2:8][CH:9]2[C:17]3[C:12](=[CH:13][CH:14]=[CH:15][CH:16]=3)[C:11]3=[CH:18][N:19]=[CH:20][N:10]23)[CH2:6][CH2:5][CH2:4][CH2:3][CH2:2]1.[CH2:22]([SH:26])[CH2:23][CH2:24][SH:25].B(F)(F)F.CCOCC, predict the reaction product. The product is: [CH:1]1([C:7]2([CH2:8][CH:9]3[C:17]4[C:12](=[CH:13][CH:14]=[CH:15][CH:16]=4)[C:11]4=[CH:18][N:19]=[CH:20][N:10]34)[S:26][CH2:22][CH2:23][CH2:24][S:25]2)[CH2:6][CH2:5][CH2:4][CH2:3][CH2:2]1. (7) Given the reactants [CH:1]#[C:2][CH2:3][NH:4][C@H:5]1[C:13]2[C:8](=[CH:9][CH:10]=[CH:11][CH:12]=2)[CH2:7][CH2:6]1.Cl.C(Cl)C#C.C(=O)([O-])[O-].[K+].[K+], predict the reaction product. The product is: [CH:1]#[C:2][CH2:3][NH:4][C@H:5]1[C:13]2[CH:12]=[CH:11][CH:10]=[CH:9][C:8]=2[CH2:7][CH2:6]1. (8) Given the reactants [C:1]1([CH:8]=[CH:7][CH:6]=[C:4]([OH:5])[CH:3]=1)[OH:2].[I:9]I.C([O-])(O)=O.[Na+], predict the reaction product. The product is: [I:9][C:3]1[C:1]([OH:2])=[CH:8][CH:7]=[CH:6][C:4]=1[OH:5].